This data is from Forward reaction prediction with 1.9M reactions from USPTO patents (1976-2016). The task is: Predict the product of the given reaction. (1) Given the reactants C[O:2][C:3](=[O:22])[CH2:4][C:5]1[CH:10]=[CH:9][C:8]([O:11][C:12]2[C:13]3[CH2:21][CH2:20][CH2:19][C:14]=3[N:15]=[C:16](Cl)[N:17]=2)=[CH:7][CH:6]=1.[F:23][C:24]1[CH:25]=[C:26](B(O)O)[CH:27]=[CH:28][C:29]=1[O:30][CH3:31].C(=O)([O-])[O-].[K+].[K+].[OH-].[Na+], predict the reaction product. The product is: [F:23][C:24]1[CH:25]=[C:26]([C:16]2[N:17]=[C:12]([O:11][C:8]3[CH:9]=[CH:10][C:5]([CH2:4][C:3]([OH:2])=[O:22])=[CH:6][CH:7]=3)[C:13]3[CH2:21][CH2:20][CH2:19][C:14]=3[N:15]=2)[CH:27]=[CH:28][C:29]=1[O:30][CH3:31]. (2) Given the reactants [CH:1]1([CH2:4][CH:5]([CH:9]([OH:14])[CH2:10][CH2:11][CH2:12][CH3:13])[C:6]([OH:8])=O)[CH2:3][CH2:2]1.CN(C(ON1N=[N:30][C:25]2[CH:26]=[CH:27][CH:28]=NC1=2)=[N+](C)C)C.F[P-](F)(F)(F)(F)F.C[N:40]1[CH2:45][CH2:44]O[CH2:42][CH2:41]1.[CH3:46][N:47]([CH:49]=[O:50])[CH3:48], predict the reaction product. The product is: [O:50]=[C:49]1[CH:25]([NH:30][C:6](=[O:8])[CH:5]([CH2:4][CH:1]2[CH2:2][CH2:3]2)[CH:9]([OH:14])[CH2:10][CH2:11][CH2:12][CH3:13])[CH2:26][CH2:27][CH2:28][CH2:46][N:47]1[CH2:48][C:1]1[CH:2]=[CH:3][CH:44]=[C:45]([NH:40][C:41]2[CH:42]=[CH:10][CH:9]=[CH:5][CH:6]=2)[CH:4]=1.